From a dataset of Catalyst prediction with 721,799 reactions and 888 catalyst types from USPTO. Predict which catalyst facilitates the given reaction. Reactant: [NH2:1][C:2]1[C:10]([C:11]([OH:13])=O)=[CH:9][C:8]([I:14])=[CH:7][C:3]=1[C:4]([OH:6])=[O:5].[CH:15](OC)(OC)OC.C(O)(=O)C.[NH2:26][C:27]1[CH:28]=[C:29]([CH:34]=[CH:35][C:36]=1[CH3:37])[C:30]([O:32][CH3:33])=[O:31]. Product: [I:14][C:8]1[CH:9]=[C:10]2[C:2](=[C:3]([C:4]([OH:6])=[O:5])[CH:7]=1)[N:1]=[CH:15][N:26]([C:27]1[CH:28]=[C:29]([C:30]([O:32][CH3:33])=[O:31])[CH:34]=[CH:35][C:36]=1[CH3:37])[C:11]2=[O:13]. The catalyst class is: 11.